Dataset: Forward reaction prediction with 1.9M reactions from USPTO patents (1976-2016). Task: Predict the product of the given reaction. Given the reactants [Br:1][C:2]1[CH:3]=[C:4]([CH:8]=[C:9]([Br:23])[C:10]=1[O:11][C:12]1[CH:17]=[CH:16][C:15]([O:18]C)=[C:14]([CH:20]([CH3:22])[CH3:21])[CH:13]=1)[C:5](O)=[O:6].[NH2:24][C:25]1[CH:30]=[CH:29][CH:28]=[CH:27][C:26]=1[S:31]([NH2:34])(=[O:33])=[O:32], predict the reaction product. The product is: [Br:1][C:2]1[CH:3]=[C:4]([CH:8]=[C:9]([Br:23])[C:10]=1[O:11][C:12]1[CH:17]=[CH:16][C:15]([OH:18])=[C:14]([CH:20]([CH3:21])[CH3:22])[CH:13]=1)[C:5]([C:30]1[C:25]([NH2:24])=[C:26]([S:31]([NH2:34])(=[O:33])=[O:32])[CH:27]=[CH:28][CH:29]=1)=[O:6].